Dataset: Catalyst prediction with 721,799 reactions and 888 catalyst types from USPTO. Task: Predict which catalyst facilitates the given reaction. (1) Reactant: [Na].C(O)C.[CH2:5]([O:12][C:13]1[CH:18]=[C:17]([O:19][CH2:20][C:21]2[CH:26]=[CH:25][CH:24]=[CH:23][CH:22]=2)[C:16]([Cl:27])=[CH:15][C:14]=1[C:28](=[O:30])[CH3:29])[C:6]1[CH:11]=[CH:10][CH:9]=[CH:8][CH:7]=1.[C:31](OCC)(=[O:37])[C:32]([O:34][CH2:35][CH3:36])=[O:33]. Product: [CH2:35]([O:34][C:32](=[O:33])[C:31]([OH:37])=[CH:29][C:28]([C:14]1[CH:15]=[C:16]([Cl:27])[C:17]([O:19][CH2:20][C:21]2[CH:26]=[CH:25][CH:24]=[CH:23][CH:22]=2)=[CH:18][C:13]=1[O:12][CH2:5][C:6]1[CH:11]=[CH:10][CH:9]=[CH:8][CH:7]=1)=[O:30])[CH3:36]. The catalyst class is: 15. (2) Reactant: C(OC(=O)[N:6]([C:31]([CH3:34])([CH3:33])[CH3:32])[CH2:7][C:8]1[CH:13]=[CH:12][CH:11]=[C:10]([C:14]2[CH:19]=[CH:18][N:17]=[C:16]([NH:20][CH2:21][CH2:22][C:23]3[CH:28]=[CH:27][C:26]([OH:29])=[C:25]([Cl:30])[CH:24]=3)[N:15]=2)[CH:9]=1)C=C.C(N(C(C)C)CC)(C)C. Product: [C:31]([NH:6][CH2:7][C:8]1[CH:9]=[C:10]([C:14]2[CH:19]=[CH:18][N:17]=[C:16]([NH:20][CH2:21][CH2:22][C:23]3[CH:28]=[CH:27][C:26]([OH:29])=[C:25]([Cl:30])[CH:24]=3)[N:15]=2)[CH:11]=[CH:12][CH:13]=1)([CH3:34])([CH3:32])[CH3:33]. The catalyst class is: 532. (3) Reactant: [N:1]([CH2:4][C@@H:5]1[O:10][CH2:9][CH2:8][N:7]([C:11]([C:13]2[N:14]=[N:15][C:16]([CH2:32][CH2:33][CH2:34][CH3:35])=[C:17]([C:19]3[CH:24]=[CH:23][C:22]([O:25][CH:26]4[CH2:31][CH2:30][CH2:29][CH2:28][CH2:27]4)=[CH:21][CH:20]=3)[CH:18]=2)=[O:12])[CH2:6]1)=[N+]=[N-].[H][H]. Product: [NH2:1][CH2:4][C@@H:5]1[O:10][CH2:9][CH2:8][N:7]([C:11]([C:13]2[N:14]=[N:15][C:16]([CH2:32][CH2:33][CH2:34][CH3:35])=[C:17]([C:19]3[CH:24]=[CH:23][C:22]([O:25][CH:26]4[CH2:31][CH2:30][CH2:29][CH2:28][CH2:27]4)=[CH:21][CH:20]=3)[CH:18]=2)=[O:12])[CH2:6]1. The catalyst class is: 78. (4) The catalyst class is: 2. Product: [Cl:1][C:2]1[C:3]([N:15]2[CH2:16][CH:17]([C:19]([NH:52][S:49]([C:47]3[S:48][C:44]([Cl:43])=[CH:45][CH:46]=3)(=[O:51])=[O:50])=[O:21])[CH2:18]2)=[N:4][CH:5]=[C:6]([C:8]2[O:9][C:10]([CH2:13][CH3:14])=[CH:11][N:12]=2)[CH:7]=1. Reactant: [Cl:1][C:2]1[C:3]([N:15]2[CH2:18][CH:17]([C:19]([OH:21])=O)[CH2:16]2)=[N:4][CH:5]=[C:6]([C:8]2[O:9][C:10]([CH2:13][CH3:14])=[CH:11][N:12]=2)[CH:7]=1.CCN=C=NCCCN(C)C.C1C=CC2N(O)N=NC=2C=1.[Cl:43][C:44]1[S:48][C:47]([S:49]([NH2:52])(=[O:51])=[O:50])=[CH:46][CH:45]=1.CCN(C(C)C)C(C)C. (5) The catalyst class is: 7. Product: [CH3:24][C:21]1([CH3:25])[O:20][CH:19]([CH2:18][C:11]2[C:12]([O:16][CH3:17])=[CH:13][CH:14]=[CH:15][C:10]=2[CH2:9][OH:8])[CH2:23][O:22]1. Reactant: C([Si]([O:8][CH2:9][C:10]1[CH:15]=[CH:14][CH:13]=[C:12]([O:16][CH3:17])[C:11]=1[CH2:18][CH:19]1[CH2:23][O:22][C:21]([CH3:25])([CH3:24])[O:20]1)(C)C)(C)(C)C.[F-].C([N+](CCCC)(CCCC)CCCC)CCC.O. (6) Reactant: [CH:1]1[C:11]2[CH:10]=[CH:9][C:8]3[CH:12]=[CH:13][CH:14]=[CH:15][C:7]=3[C:6](=[C:16]3[CH2:21][CH2:20][N:19]([C:22](=[O:36])[CH2:23][CH:24]([NH:29][C:30](=[O:35])[C:31]([CH3:34])([CH3:33])[CH3:32])[C:25](OC)=[O:26])[CH2:18][CH2:17]3)[C:5]=2[CH:4]=[CH:3][CH:2]=1.[BH4-].[Li+].[Cl-].[NH4+]. Product: [CH:1]1[C:11]2[CH:10]=[CH:9][C:8]3[CH:12]=[CH:13][CH:14]=[CH:15][C:7]=3[C:6](=[C:16]3[CH2:17][CH2:18][N:19]([C:22](=[O:36])[CH2:23][CH:24]([NH:29][C:30](=[O:35])[C:31]([CH3:32])([CH3:34])[CH3:33])[CH2:25][OH:26])[CH2:20][CH2:21]3)[C:5]=2[CH:4]=[CH:3][CH:2]=1. The catalyst class is: 7. (7) Reactant: C([N:4]([S:31]([CH2:34][C:35]1[CH:40]=[CH:39][CH:38]=[CH:37][CH:36]=1)(=[O:33])=[O:32])[C:5]([CH:7]1[CH2:12][CH2:11][N:10]([C:13]2[C:23]([C:24]#[N:25])=[CH:22][C:16]([C:17]([O:19][CH2:20][CH3:21])=[O:18])=[C:15]([O:26][CH2:27][CH:28]([F:30])[F:29])[N:14]=2)[CH2:9][CH2:8]1)=[O:6])C=C.C1(C)C=CC(S([O-])(=O)=O)=CC=1.[Na+]. Product: [CH2:34]([S:31]([NH:4][C:5]([CH:7]1[CH2:12][CH2:11][N:10]([C:13]2[C:23]([C:24]#[N:25])=[CH:22][C:16]([C:17]([O:19][CH2:20][CH3:21])=[O:18])=[C:15]([O:26][CH2:27][CH:28]([F:29])[F:30])[N:14]=2)[CH2:9][CH2:8]1)=[O:6])(=[O:33])=[O:32])[C:35]1[CH:36]=[CH:37][CH:38]=[CH:39][CH:40]=1. The catalyst class is: 532. (8) Reactant: [OH:1][C:2]1[CH:11]=[CH:10][C:5]2[CH2:6][O:7][B:8]([OH:9])[C:4]=2[CH:3]=1.[H-].[Na+].Br[CH:15]([CH3:21])[C:16]([O:18][CH2:19][CH3:20])=[O:17].Cl. Product: [CH2:19]([O:18][C:16](=[O:17])[CH:15]([O:1][C:2]1[CH:11]=[CH:10][C:5]2[CH2:6][O:7][B:8]([OH:9])[C:4]=2[CH:3]=1)[CH3:21])[CH3:20]. The catalyst class is: 3. (9) Reactant: [F:1][C:2]1[CH:27]=[C:26]([S:28]([CH3:31])(=[O:30])=[O:29])[C:25]([F:32])=[CH:24][C:3]=1[CH2:4][N:5]1[CH2:9][CH2:8][N:7]([CH:10]2[CH2:15][CH2:14][N:13](C(OC(C)(C)C)=O)[CH2:12][CH2:11]2)[C:6]1=[O:23].[C:33]([OH:39])([C:35]([F:38])([F:37])[F:36])=[O:34]. Product: [F:36][C:35]([F:38])([F:37])[C:33]([OH:39])=[O:34].[F:1][C:2]1[CH:27]=[C:26]([S:28]([CH3:31])(=[O:30])=[O:29])[C:25]([F:32])=[CH:24][C:3]=1[CH2:4][N:5]1[CH2:9][CH2:8][N:7]([CH:10]2[CH2:15][CH2:14][NH:13][CH2:12][CH2:11]2)[C:6]1=[O:23]. The catalyst class is: 2.